The task is: Predict the reaction yield, written as a fraction of the theoretical maximum amount of product (1.0 means a 100% yield; for example, 0.34 means a 34% yield).. This data is from Reaction yield outcomes from USPTO patents with 853,638 reactions. (1) The reactants are C([O:3][C:4]([C:6]1[C:7]([NH:18][CH2:19][C:20]2[CH:25]=[CH:24][CH:23]=[CH:22][CH:21]=2)=[N:8][C:9]2[C:14]([C:15]=1[Cl:16])=[CH:13][C:12]([Br:17])=[CH:11][CH:10]=2)=[O:5])C.[OH-].[Na+].Cl. The catalyst is C(O)C.C1COCC1. The product is [CH2:19]([NH:18][C:7]1[C:6]([C:4]([OH:5])=[O:3])=[C:15]([Cl:16])[C:14]2[C:9](=[CH:10][CH:11]=[C:12]([Br:17])[CH:13]=2)[N:8]=1)[C:20]1[CH:21]=[CH:22][CH:23]=[CH:24][CH:25]=1. The yield is 0.950. (2) The reactants are C[Si](C)(C)CCOC[N:7]1[C:11]2=[N:12][CH:13]=[CH:14][CH:15]=[C:10]2[CH:9]=[CH:8]1.[Cl-].[NH4+:19].CCCC[N+:24]([CH2:33][CH2:34][CH2:35][CH3:36])([CH2:29]CCC)CCCC.[F-:37].[CH2:38](N)[CH2:39]N.[CH2:42]1[CH2:46][O:45][CH2:44][CH2:43]1. The catalyst is CCOC(C)=O.[Zn].CO. The product is [F:37][C:38]1[CH:39]=[C:44]([NH2:19])[CH:43]=[CH:42][C:46]=1[O:45][C:15]1[CH:14]=[CH:13][N:12]=[C:11]2[NH:7][CH:8]=[C:9]([C:35]3[CH:36]=[CH:29][N:24]=[CH:33][CH:34]=3)[C:10]=12. The yield is 0.810. (3) The reactants are [Cl:1][C:2]1[CH:3]=[C:4]([C:9](=[O:15])[CH2:10][CH2:11][C:12]([OH:14])=O)[CH:5]=[CH:6][C:7]=1[Cl:8].[NH:16]1[CH2:21][CH2:20][CH:19]([N:22]2[CH2:31][C:30]3[C:25](=[CH:26][CH:27]=[CH:28][CH:29]=3)[NH:24][C:23]2=[O:32])[CH2:18][CH2:17]1.CN(C(ON1N=NC2C=CC=CC1=2)=[N+](C)C)C.[B-](F)(F)(F)F. No catalyst specified. The product is [Cl:1][C:2]1[CH:3]=[C:4]([C:9](=[O:15])[CH2:10][CH2:11][C:12]([N:16]2[CH2:17][CH2:18][CH:19]([N:22]3[CH2:31][C:30]4[C:25](=[CH:26][CH:27]=[CH:28][CH:29]=4)[NH:24][C:23]3=[O:32])[CH2:20][CH2:21]2)=[O:14])[CH:5]=[CH:6][C:7]=1[Cl:8]. The yield is 0.730. (4) The reactants are [NH2:1][CH2:2][C@@H:3]([OH:20])[C@@H:4]([NH:12][C:13](=[O:19])[O:14][C:15]([CH3:18])([CH3:17])[CH3:16])[CH2:5][C:6]1[CH:11]=[CH:10][CH:9]=[CH:8][CH:7]=1.[OH:21][C:22]([C:25]1[CH:26]=[C:27]([CH:30]=[CH:31][CH:32]=1)[CH:28]=O)([CH3:24])[CH3:23].[BH-](OC(C)=O)(OC(C)=O)OC(C)=O.[Na+]. The catalyst is C1COCC1.CCOC(C)=O. The product is [OH:20][C@H:3]([CH2:2][NH:1][CH2:28][C:27]1[CH:30]=[CH:31][CH:32]=[C:25]([C:22]([OH:21])([CH3:23])[CH3:24])[CH:26]=1)[C@@H:4]([NH:12][C:13](=[O:19])[O:14][C:15]([CH3:17])([CH3:16])[CH3:18])[CH2:5][C:6]1[CH:11]=[CH:10][CH:9]=[CH:8][CH:7]=1. The yield is 0.650. (5) The reactants are [N+:1]([C:4]1[CH:5]=[C:6]([NH2:11])[C:7]([NH2:10])=[CH:8][CH:9]=1)([O-:3])=[O:2].CI.[C:14](=O)([O-])[O-].[Na+].[Na+]. The catalyst is CN(C=O)C. The product is [CH3:14][NH:11][C:6]1[C:7]([NH2:10])=[CH:8][CH:9]=[C:4]([N+:1]([O-:3])=[O:2])[CH:5]=1. The yield is 0.610. (6) The product is [F:21][C:15]1[CH:16]=[C:17]([F:20])[CH:18]=[CH:19][C:14]=1[CH2:13][N:12]1[C:7]([C:5]2[O:6][C:2]([C:34]3[CH:35]=[C:36]([C:38]([F:40])([F:39])[F:41])[CH:37]=[C:32]([S:31][CH2:29][CH3:30])[CH:33]=3)=[CH:3][CH:4]=2)=[CH:8][C:9]([C:25]([F:28])([F:27])[F:26])=[C:10]([C:23]#[N:24])[C:11]1=[O:22]. The catalyst is COCCOC.O.C1C=CC([P]([Pd]([P](C2C=CC=CC=2)(C2C=CC=CC=2)C2C=CC=CC=2)([P](C2C=CC=CC=2)(C2C=CC=CC=2)C2C=CC=CC=2)[P](C2C=CC=CC=2)(C2C=CC=CC=2)C2C=CC=CC=2)(C2C=CC=CC=2)C2C=CC=CC=2)=CC=1. The yield is 0.550. The reactants are Br[C:2]1[O:6][C:5]([C:7]2[N:12]([CH2:13][C:14]3[CH:19]=[CH:18][C:17]([F:20])=[CH:16][C:15]=3[F:21])[C:11](=[O:22])[C:10]([C:23]#[N:24])=[C:9]([C:25]([F:28])([F:27])[F:26])[CH:8]=2)=[CH:4][CH:3]=1.[CH2:29]([S:31][C:32]1[CH:33]=[C:34](B2OC(C)(C)C(C)(C)O2)[CH:35]=[C:36]([C:38]([F:41])([F:40])[F:39])[CH:37]=1)[CH3:30].C([O-])([O-])=O.[K+].[K+]. (7) The yield is 0.644. The product is [CH3:1][CH:2]1[CH2:7][CH2:6][N:5]([S:8]([C:11]2[CH:12]=[C:13]([CH:18]=[CH:19][CH:20]=2)[C:14]([NH:21][NH2:22])=[O:15])(=[O:10])=[O:9])[CH2:4][CH2:3]1. The catalyst is CO. The reactants are [CH3:1][CH:2]1[CH2:7][CH2:6][N:5]([S:8]([C:11]2[CH:12]=[C:13]([CH:18]=[CH:19][CH:20]=2)[C:14](OC)=[O:15])(=[O:10])=[O:9])[CH2:4][CH2:3]1.[NH2:21][NH2:22]. (8) The reactants are [Br:1][C:2]1[C:3](F)=[C:4]2[C:10]([NH:11][C:12](=[O:23])[C:13]3[CH:18]=[CH:17][CH:16]=[C:15]([C:19]([F:22])([F:21])[F:20])[CH:14]=3)=[CH:9][NH:8][C:5]2=[N:6][CH:7]=1.[NH:25]1[CH2:30][CH2:29][CH2:28][C@@H:27]([NH:31][C:32](=[O:38])[O:33][C:34]([CH3:37])([CH3:36])[CH3:35])[CH2:26]1. The catalyst is CCCCO. The product is [Br:1][C:2]1[C:3]([N:25]2[CH2:30][CH2:29][CH2:28][C@@H:27]([NH:31][C:32](=[O:38])[O:33][C:34]([CH3:36])([CH3:35])[CH3:37])[CH2:26]2)=[C:4]2[C:10]([NH:11][C:12](=[O:23])[C:13]3[CH:18]=[CH:17][CH:16]=[C:15]([C:19]([F:22])([F:21])[F:20])[CH:14]=3)=[CH:9][NH:8][C:5]2=[N:6][CH:7]=1. The yield is 0.690.